Dataset: Full USPTO retrosynthesis dataset with 1.9M reactions from patents (1976-2016). Task: Predict the reactants needed to synthesize the given product. Given the product [Cl:1][C:2]1[CH:3]=[C:4]2[C:9](=[CH:10][CH:11]=1)[C@@:8]1([CH2:17][O:16][C:15]3[CH:18]=[CH:19][C:20]([C:22]([OH:24])=[O:23])=[CH:21][C:14]=3[N:13]([CH2:26][C@@H:27]3[CH2:30][CH2:29][C@H:28]3[C@@H:31]([OH:35])[CH2:32][CH:33]=[CH2:34])[CH2:12]1)[CH2:7][CH2:6][CH2:5]2, predict the reactants needed to synthesize it. The reactants are: [Cl:1][C:2]1[CH:3]=[C:4]2[C:9](=[CH:10][CH:11]=1)[C@@:8]1([CH2:17][O:16][C:15]3[CH:18]=[CH:19][C:20]([C:22]([O:24]C)=[O:23])=[CH:21][C:14]=3[N:13]([CH2:26][C@@H:27]3[CH2:30][CH2:29][C@H:28]3[C@@H:31]([OH:35])[CH2:32][CH:33]=[CH2:34])[CH2:12]1)[CH2:7][CH2:6][CH2:5]2.[Li+].[OH-].Cl.